Task: Predict the reactants needed to synthesize the given product.. Dataset: Full USPTO retrosynthesis dataset with 1.9M reactions from patents (1976-2016) Given the product [CH3:29][C:14]1([CH3:30])[CH2:15][N:16]2[C:21](=[O:22])[CH:20]=[C:19]([C:23]3[CH:28]=[CH:27][N:26]=[CH:25][N:24]=3)[N:18]=[C:17]2[N:12]([CH2:11][CH:6]2[CH2:5][C:4]3[N:3]=[C:2]([C:37]4[CH:42]=[CH:41][CH:40]=[CH:39][CH:38]=4)[CH:10]=[CH:9][C:8]=3[CH2:7]2)[CH2:13]1, predict the reactants needed to synthesize it. The reactants are: Cl[C:2]1[CH:10]=[CH:9][C:8]2[CH2:7][CH:6]([CH2:11][N:12]3[C:17]4=[N:18][C:19]([C:23]5[CH:28]=[CH:27][N:26]=[CH:25][N:24]=5)=[CH:20][C:21](=[O:22])[N:16]4[CH2:15][C:14]([CH3:30])([CH3:29])[CH2:13]3)[CH2:5][C:4]=2[N:3]=1.C(=O)([O-])[O-].[Na+].[Na+].[C:37]1(B(O)O)[CH:42]=[CH:41][CH:40]=[CH:39][CH:38]=1.O.